From a dataset of Catalyst prediction with 721,799 reactions and 888 catalyst types from USPTO. Predict which catalyst facilitates the given reaction. (1) Reactant: [CH3:1][O:2][C:3]1[CH:4]=[C:5]2[C:10](=[CH:11][CH:12]=1)[N:9]=[CH:8][CH:7]=[C:6]2[C:13]([OH:15])=[O:14].C([O-])([O-])=O.[K+].[K+].I[CH2:23][CH3:24]. Product: [CH2:23]([O:14][C:13]([C:6]1[C:5]2[C:10](=[CH:11][CH:12]=[C:3]([O:2][CH3:1])[CH:4]=2)[N:9]=[CH:8][CH:7]=1)=[O:15])[CH3:24]. The catalyst class is: 3. (2) Reactant: [Br:1][C:2]1[CH:3]=[C:4]([C:16]#[N:17])[CH:5](Cl)[NH:6][C:7]=1[C:8]1[CH:13]=[CH:12][CH:11]=[CH:10][C:9]=1[Cl:14].Cl.[CH3:19][C:20]([CH3:25])([CH3:24])[C:21](=[NH:23])[NH2:22].C1CCN2C(=NCCC2)CC1. Product: [Br:1][C:2]1[CH:3]=[C:4]2[C:16]([NH2:17])=[N:23][C:21]([C:20]([CH3:25])([CH3:24])[CH3:19])=[N:22][CH:5]2[NH:6][C:7]=1[C:8]1[CH:13]=[CH:12][CH:11]=[CH:10][C:9]=1[Cl:14]. The catalyst class is: 3. (3) Reactant: [N+:1]([C:4]1[CH:24]=[CH:23][C:7]([CH2:8][N:9]2[C:17]3[C:12](=[CH:13][CH:14]=[CH:15][CH:16]=3)[CH:11]=[C:10]2[C:18]([O:20][CH2:21][CH3:22])=[O:19])=[CH:6][CH:5]=1)([O-])=O.NN. Product: [NH2:1][C:4]1[CH:5]=[CH:6][C:7]([CH2:8][N:9]2[C:17]3[C:12](=[CH:13][CH:14]=[CH:15][CH:16]=3)[CH:11]=[C:10]2[C:18]([O:20][CH2:21][CH3:22])=[O:19])=[CH:23][CH:24]=1. The catalyst class is: 171.